The task is: Predict the reactants needed to synthesize the given product.. This data is from Full USPTO retrosynthesis dataset with 1.9M reactions from patents (1976-2016). (1) Given the product [Cl:1][C:2]1[CH:3]=[CH:4][C:5]([C:8]2[CH:9]=[C:10]([NH:20][C:27]([C:26]3[C:22]([CH3:21])=[N:23][O:24][C:25]=3[CH3:30])=[O:28])[CH:11]=[N:12][C:13]=2[O:14][CH2:15][C:16]([F:17])([F:18])[F:19])=[CH:6][CH:7]=1, predict the reactants needed to synthesize it. The reactants are: [Cl:1][C:2]1[CH:7]=[CH:6][C:5]([C:8]2[CH:9]=[C:10]([NH2:20])[CH:11]=[N:12][C:13]=2[O:14][CH2:15][C:16]([F:19])([F:18])[F:17])=[CH:4][CH:3]=1.[CH3:21][C:22]1[C:26]([C:27](O)=[O:28])=[C:25]([CH3:30])[O:24][N:23]=1. (2) Given the product [CH2:4]=[CH:3][CH2:2][CH2:6][CH2:8][CH2:9][CH2:11][CH2:12][CH2:15][CH3:16], predict the reactants needed to synthesize it. The reactants are: Cl[CH2:2][CH:3](Cl)[CH3:4].[CH2:6]([CH:8]1O[CH2:9]1)Cl.[CH3:11][C:12](=[CH:15][CH2:16]C)C=O. (3) Given the product [Cl:13][C:14]1[CH:20]=[C:19]([CH3:21])[CH:18]=[C:17]([CH3:22])[C:15]=1[N:16]=[C:1]([C:4]1[N:5]=[C:6]([C:10](=[N:16][C:15]2[C:17]([CH3:22])=[CH:18][C:19]([CH3:21])=[CH:20][C:14]=2[Cl:13])[CH3:11])[CH:7]=[CH:8][CH:9]=1)[CH3:2], predict the reactants needed to synthesize it. The reactants are: [C:1]([C:4]1[CH:9]=[CH:8][CH:7]=[C:6]([C:10](=O)[CH3:11])[N:5]=1)(=O)[CH3:2].[Cl:13][C:14]1[CH:20]=[C:19]([CH3:21])[CH:18]=[C:17]([CH3:22])[C:15]=1[NH2:16].